This data is from Forward reaction prediction with 1.9M reactions from USPTO patents (1976-2016). The task is: Predict the product of the given reaction. (1) Given the reactants [CH2:1]([O:8][C:9]1[CH:14]=[CH:13][C:12]([C:15]2[CH:16]=[N:17][C:18]3[N:19]([N:22]=[CH:23][C:24]=3[C:25]#[N:26])[C:20]=2Cl)=[CH:11][CH:10]=1)[C:2]1[CH:7]=[CH:6][CH:5]=[CH:4][CH:3]=1.C(=O)([O-])[O-].[K+].[K+].[NH:33]1[CH2:38][CH2:37][O:36][CH2:35][CH2:34]1, predict the reaction product. The product is: [CH2:1]([O:8][C:9]1[CH:14]=[CH:13][C:12]([C:15]2[CH:16]=[N:17][C:18]3[N:19]([N:22]=[CH:23][C:24]=3[C:25]#[N:26])[C:20]=2[N:33]2[CH2:38][CH2:37][O:36][CH2:35][CH2:34]2)=[CH:11][CH:10]=1)[C:2]1[CH:7]=[CH:6][CH:5]=[CH:4][CH:3]=1. (2) The product is: [C:37]([O:36][C:34](=[O:35])[C:33]([CH3:42])([CH3:41])[CH2:32][O:24][C:19]1[CH:20]=[CH:21][CH:22]=[CH:23][C:18]=1[C:4]1[CH:5]=[CH:6][C:7]([C:8]([O:10][CH2:11][C:12]2[CH:17]=[CH:16][CH:15]=[CH:14][CH:13]=2)=[O:9])=[C:2]([F:1])[CH:3]=1)([CH3:40])([CH3:39])[CH3:38]. Given the reactants [F:1][C:2]1[CH:3]=[C:4]([C:18]2[CH:23]=[CH:22][CH:21]=[CH:20][C:19]=2[OH:24])[CH:5]=[CH:6][C:7]=1[C:8]([O:10][CH2:11][C:12]1[CH:17]=[CH:16][CH:15]=[CH:14][CH:13]=1)=[O:9].C(=O)([O-])[O-].[Cs+].[Cs+].Br[CH2:32][C:33]([CH3:42])([CH3:41])[C:34]([O:36][C:37]([CH3:40])([CH3:39])[CH3:38])=[O:35], predict the reaction product. (3) Given the reactants [C:1]([C:3]1[C:8]([C:9]([F:12])([F:11])[F:10])=[CH:7][C:6]([NH2:13])=[CH:5][N:4]=1)#[N:2].[C:14](Cl)(Cl)=[S:15], predict the reaction product. The product is: [N:13]([C:6]1[CH:7]=[C:8]([C:9]([F:12])([F:10])[F:11])[C:3]([C:1]#[N:2])=[N:4][CH:5]=1)=[C:14]=[S:15]. (4) Given the reactants [CH2:1]([O:8][C:9](=[O:29])[NH:10][CH2:11][C:12](=[O:28])[NH:13][C:14]1[C:18]([C:19]2[NH:23][C:22]3[CH:24]=[CH:25][CH:26]=[CH:27][C:21]=3[N:20]=2)=[N:17][O:16][N:15]=1)[C:2]1[CH:7]=[CH:6][CH:5]=[CH:4][CH:3]=1.C(=O)([O-])[O-].[K+].[K+].[CH2:36]([O:43][C:44](=[O:56])[NH:45][C:46]1[CH:51]=[CH:50][C:49]([C:52](=[O:55])[CH2:53]Br)=[CH:48][CH:47]=1)[C:37]1[CH:42]=[CH:41][CH:40]=[CH:39][CH:38]=1, predict the reaction product. The product is: [CH2:36]([O:43][C:44](=[O:56])[NH:45][C:46]1[CH:47]=[CH:48][C:49]([C:52](=[O:55])[CH2:53][N:20]2[C:21]3[CH:27]=[CH:26][CH:25]=[CH:24][C:22]=3[N:23]=[C:19]2[C:18]2[C:14]([NH:13][C:12](=[O:28])[CH2:11][NH:10][C:9]([O:8][CH2:1][C:2]3[CH:3]=[CH:4][CH:5]=[CH:6][CH:7]=3)=[O:29])=[N:15][O:16][N:17]=2)=[CH:50][CH:51]=1)[C:37]1[CH:38]=[CH:39][CH:40]=[CH:41][CH:42]=1.